Dataset: Full USPTO retrosynthesis dataset with 1.9M reactions from patents (1976-2016). Task: Predict the reactants needed to synthesize the given product. (1) Given the product [O:25]=[S:26]1(=[O:36])[CH:30]=[CH:29][C:28]2[CH:31]=[CH:32][C:33]([NH:35][C:13]([CH:14]3[C:15]4[C:16](=[CH:20][CH:21]=[CH:22][CH:23]=4)[C:17](=[O:19])[N:12]([CH2:11][CH2:10][O:9][CH3:8])[CH:6]3[C:2]3[S:1][CH:5]=[CH:4][CH:3]=3)=[O:24])=[CH:34][C:27]1=2, predict the reactants needed to synthesize it. The reactants are: [S:1]1[CH:5]=[CH:4][CH:3]=[C:2]1[CH:6]=O.[CH3:8][O:9][CH2:10][CH2:11][NH2:12].[C:13]1(=[O:24])[O:19][C:17](=O)[C:16]2=[CH:20][CH:21]=[CH:22][CH:23]=[C:15]2[CH2:14]1.[O:25]=[S:26]1(=[O:36])[CH:30]=[CH:29][C:28]2[CH:31]=[CH:32][C:33]([NH2:35])=[CH:34][C:27]1=2. (2) The reactants are: [N:1]([CH2:4][CH2:5][O:6][CH2:7][CH2:8][O:9][CH2:10][CH2:11][O:12][CH2:13][CH2:14][NH:15][S:16]([C:19]1[CH:24]=[CH:23][CH:22]=[C:21]([CH:25]2[C:34]3[C:29](=[C:30]([Cl:36])[CH:31]=[C:32]([Cl:35])[CH:33]=3)[CH2:28][N:27]([CH3:37])[CH2:26]2)[CH:20]=1)(=[O:18])=[O:17])=[N+]=[N-].C1(P(C2C=CC=CC=2)C2C=CC=CC=2)C=CC=CC=1. Given the product [NH2:1][CH2:4][CH2:5][O:6][CH2:7][CH2:8][O:9][CH2:10][CH2:11][O:12][CH2:13][CH2:14][NH:15][S:16]([C:19]1[CH:24]=[CH:23][CH:22]=[C:21]([CH:25]2[C:34]3[C:29](=[C:30]([Cl:36])[CH:31]=[C:32]([Cl:35])[CH:33]=3)[CH2:28][N:27]([CH3:37])[CH2:26]2)[CH:20]=1)(=[O:18])=[O:17], predict the reactants needed to synthesize it. (3) Given the product [CH2:1]([O:3][C:4]([C:6]1[N:7]([C:35]2[CH:36]=[CH:37][C:32]([O:31][CH:26]3[CH2:30][CH2:29][CH2:28][CH2:27]3)=[CH:33][CH:34]=2)[C:8]2[C:13]([C:14]=1[I:15])=[CH:12][C:11]([C:16]1[CH:21]=[CH:20][C:19]([C:22]([F:24])([F:25])[F:23])=[CH:18][N:17]=1)=[CH:10][CH:9]=2)=[O:5])[CH3:2], predict the reactants needed to synthesize it. The reactants are: [CH2:1]([O:3][C:4]([C:6]1[NH:7][C:8]2[C:13]([C:14]=1[I:15])=[CH:12][C:11]([C:16]1[CH:21]=[CH:20][C:19]([C:22]([F:25])([F:24])[F:23])=[CH:18][N:17]=1)=[CH:10][CH:9]=2)=[O:5])[CH3:2].[CH:26]1([O:31][C:32]2[CH:37]=[CH:36][C:35](B(O)O)=[CH:34][CH:33]=2)[CH2:30][CH2:29][CH2:28][CH2:27]1. (4) Given the product [N:11]1([C:15]2[N:19]([CH2:20][CH2:21][N:22]3[C:26]([CH3:27])=[N:25][N:24]=[N:23]3)[C:18]3[CH:28]=[CH:29][CH:30]=[CH:31][C:17]=3[N:16]=2)[CH2:12][CH2:13][CH2:14][NH:8][CH2:9][CH2:10]1, predict the reactants needed to synthesize it. The reactants are: C(OC([N:8]1[CH2:14][CH2:13][CH2:12][N:11]([C:15]2[N:19]([CH2:20][CH2:21][N:22]3[C:26]([CH3:27])=[N:25][N:24]=[N:23]3)[C:18]3[CH:28]=[CH:29][CH:30]=[CH:31][C:17]=3[N:16]=2)[CH2:10][CH2:9]1)=O)(C)(C)C.I.[OH-].[Na+]. (5) Given the product [CH2:1]([O:3][C:4](=[O:31])[CH2:5][O:6][C:7]1[CH:12]=[CH:11][C:10]([S:13][C:14]2[CH:19]=[C:18]([O:20][CH2:45][C:42]3[CH:41]=[CH:40][C:39]([CH2:38][N:32]4[CH2:37][CH2:36][O:35][CH2:34][CH2:33]4)=[CH:44][CH:43]=3)[CH:17]=[C:16]([C:21]#[C:22][C:23]3[CH:24]=[CH:25][C:26]([Cl:29])=[CH:27][CH:28]=3)[CH:15]=2)=[CH:9][C:8]=1[Cl:30])[CH3:2], predict the reactants needed to synthesize it. The reactants are: [CH2:1]([O:3][C:4](=[O:31])[CH2:5][O:6][C:7]1[CH:12]=[CH:11][C:10]([S:13][C:14]2[CH:19]=[C:18]([OH:20])[CH:17]=[C:16]([C:21]#[C:22][C:23]3[CH:28]=[CH:27][C:26]([Cl:29])=[CH:25][CH:24]=3)[CH:15]=2)=[CH:9][C:8]=1[Cl:30])[CH3:2].[N:32]1([CH2:38][C:39]2[CH:44]=[CH:43][C:42]([CH2:45]O)=[CH:41][CH:40]=2)[CH2:37][CH2:36][O:35][CH2:34][CH2:33]1.C(P(CCCC)CCCC)CCC.N(C(N1CCCCC1)=O)=NC(N1CCCCC1)=O. (6) The reactants are: [CH3:1][C@@H:2]([C@@H:33]([OH:35])[CH3:34])[C@@H:3]1[O:5][C@H:4]1[CH2:6][C@@H:7]1[C@@H:12]([OH:13])[C@@H:11]([OH:14])[C@H:10]([CH2:15]/[C:16](/[CH3:32])=[CH:17]/[C:18]([O:20][CH2:21][CH2:22][CH2:23][CH2:24][CH2:25][CH2:26][CH2:27][CH2:28][C:29]([OH:31])=[O:30])=[O:19])[O:9][CH2:8]1.C(C(CCCC)C([O-])=[O:40])C.[Ca+2:46].C(C(CCCC)C([O-])=[O:51])C.[CH3:57][C@H:58]([C@H:62]1[C@H:64]([CH2:65][C@H:66]2[CH2:71][O:70][C@@H:69]([CH2:72]/[C:73](/[CH3:89])=[CH:74]/[C:75]([O:77][CH2:78][CH2:79][CH2:80][CH2:81][CH2:82][CH2:83][CH2:84][CH2:85][C:86]([O-:88])=[O:87])=[O:76])[C@H:68]([OH:90])[C@@H:67]2[OH:91])[O:63]1)[C@H:59]([CH3:61])[OH:60].[CH3:57][C@H:58]([C@H:62]1[C@H:64]([CH2:65][C@H:66]2[CH2:71][O:70][C@@H:69]([CH2:72]/[C:73](/[CH3:89])=[CH:74]/[C:75]([O:77][CH2:78][CH2:79][CH2:80][CH2:81][CH2:82][CH2:83][CH2:84][CH2:85][C:86]([O-:88])=[O:87])=[O:76])[C@H:68]([OH:90])[C@@H:67]2[OH:91])[O:63]1)[C@H:59]([CH3:61])[OH:60].[Ca+2]. Given the product [CH3:1][C@H:2]([C@H:3]1[C@H:4]([CH2:6][C@H:7]2[CH2:8][O:9][C@@H:10]([CH2:15]/[C:16](/[CH3:32])=[CH:17]/[C:18]([O:20][CH2:21][CH2:22][CH2:23][CH2:24][CH2:25][CH2:26][CH2:27][CH2:28][C:29]([O-:31])=[O:30])=[O:19])[C@H:11]([OH:14])[C@@H:12]2[OH:13])[O:5]1)[C@H:33]([CH3:34])[OH:35].[CH3:57][C@H:58]([C@H:62]1[C@H:64]([CH2:65][C@H:66]2[CH2:71][O:70][C@@H:69]([CH2:72]/[C:73](/[CH3:89])=[CH:74]/[C:75]([O:77][CH2:78][CH2:79][CH2:80][CH2:81][CH2:82][CH2:83][CH2:84][CH2:85][C:86]([O-:88])=[O:87])=[O:76])[C@H:68]([OH:90])[C@@H:67]2[OH:91])[O:63]1)[C@H:59]([CH3:61])[OH:60].[OH2:40].[OH2:51].[Ca+2:46], predict the reactants needed to synthesize it. (7) Given the product [CH:10]1([C:9]2[N:8]([C:13]3[CH:22]=[CH:21][CH:20]=[C:19]4[C:14]=3[CH:15]=[CH:16][CH:17]=[N:18]4)[N:7]=[CH:6][C:5]=2[C:3]([NH:25][C:24]([NH2:26])=[NH:23])=[O:2])[CH2:11][CH2:12]1, predict the reactants needed to synthesize it. The reactants are: C[O:2][C:3]([C:5]1[CH:6]=[N:7][N:8]([C:13]2[CH:22]=[CH:21][CH:20]=[C:19]3[C:14]=2[CH:15]=[CH:16][CH:17]=[N:18]3)[C:9]=1[CH:10]1[CH2:12][CH2:11]1)=O.[NH2:23][C:24]([NH2:26])=[NH:25]. (8) The reactants are: [CH3:1][O:2][C:3](=[O:15])[CH2:4][CH2:5][C:6]1[CH:14]=[CH:13][CH:12]=[C:11]2[C:7]=1[CH:8]=[CH:9][NH:10]2.[CH3:16][O:17][CH2:18][CH2:19]Br. Given the product [CH3:1][O:2][C:3](=[O:15])[CH2:4][CH2:5][C:6]1[CH:14]=[CH:13][CH:12]=[C:11]2[C:7]=1[CH:8]=[CH:9][N:10]2[CH2:19][CH2:18][O:17][CH3:16], predict the reactants needed to synthesize it. (9) Given the product [C:1]([NH:4][C:5]1[N:9]([CH2:10][C:11]([O:13][CH2:14][CH3:15])=[O:12])[N:8]=[C:7]([C:16]2[CH:17]=[CH:18][CH:19]=[CH:20][CH:21]=2)[C:6]=1[I:22])(=[O:3])[CH3:2], predict the reactants needed to synthesize it. The reactants are: [C:1]([NH:4][C:5]1[N:9]([CH2:10][C:11]([O:13][CH2:14][CH3:15])=[O:12])[N:8]=[C:7]([C:16]2[CH:21]=[CH:20][CH:19]=[CH:18][CH:17]=2)[CH:6]=1)(=[O:3])[CH3:2].[I:22](O)(=O)=O.II. (10) The reactants are: Cl.[NH2:2][CH2:3][C:4]([O:6][C:7]([CH3:10])([CH3:9])[CH3:8])=[O:5].F[C:12]1[CH:13]=[C:14]([C:21]2[CH:26]=[CH:25][C:24]([C:27]([F:30])([F:29])[F:28])=[CH:23][CH:22]=2)[CH:15]=[CH:16][C:17]=1[N+:18]([O-:20])=[O:19].C(N(CC)CC)C. Given the product [N+:18]([C:17]1[CH:12]=[CH:13][C:14]([C:21]2[CH:26]=[CH:25][C:24]([C:27]([F:28])([F:29])[F:30])=[CH:23][CH:22]=2)=[CH:15][C:16]=1[NH:2][CH2:3][C:4]([O:6][C:7]([CH3:10])([CH3:9])[CH3:8])=[O:5])([O-:20])=[O:19], predict the reactants needed to synthesize it.